Dataset: Reaction yield outcomes from USPTO patents with 853,638 reactions. Task: Predict the reaction yield, written as a fraction of the theoretical maximum amount of product (1.0 means a 100% yield; for example, 0.34 means a 34% yield). (1) The catalyst is C(O)C.C(OCC)(=O)C. The yield is 0.910. The product is [C:1]([OH:8])(=[O:7])/[CH:2]=[CH:3]/[C:4]([OH:6])=[O:5].[F:9][C:10]1[C:11]([CH2:32][NH:33][CH3:34])=[CH:12][N:13]([S:22]([C:25]2[CH:30]=[C:29]([CH3:31])[CH:28]=[CH:27][N:26]=2)(=[O:24])=[O:23])[C:14]=1[C:15]1[C:16]([F:21])=[N:17][CH:18]=[CH:19][CH:20]=1. The reactants are [C:1]([OH:8])(=[O:7])/[CH:2]=[CH:3]/[C:4]([OH:6])=[O:5].[F:9][C:10]1[C:11]([CH2:32][NH:33][CH3:34])=[CH:12][N:13]([S:22]([C:25]2[CH:30]=[C:29]([CH3:31])[CH:28]=[CH:27][N:26]=2)(=[O:24])=[O:23])[C:14]=1[C:15]1[C:16]([F:21])=[N:17][CH:18]=[CH:19][CH:20]=1. (2) The reactants are [C:1]([C:3](=[CH:7][C:8]1[C:16]2[C:11](=[CH:12][CH:13]=[CH:14][CH:15]=2)[N:10]([CH2:17][C:18]([O:20][CH2:21][CH3:22])=[O:19])[CH:9]=1)[C:4](O)=[O:5])#[N:2].C(Cl)(=O)C([Cl:26])=O. The catalyst is ClCCl.CN(C=O)C. The product is [CH2:21]([O:20][C:18](=[O:19])[CH2:17][N:10]1[C:11]2[C:16](=[CH:15][CH:14]=[CH:13][CH:12]=2)[C:8]([CH:7]=[C:3]([C:4]([Cl:26])=[O:5])[C:1]#[N:2])=[CH:9]1)[CH3:22]. The yield is 1.00. (3) The reactants are [NH:1]1[C:9]2[C:4](=[CH:5][CH:6]=[C:7]([C:10]([O:12][CH3:13])=[O:11])[CH:8]=2)[CH:3]=[N:2]1.[OH-].[K+].[I:16]I.S(=O)(=O)(O)[O-].[Na+]. The catalyst is CN(C)C=O. The product is [I:16][C:3]1[C:4]2[C:9](=[CH:8][C:7]([C:10]([O:12][CH3:13])=[O:11])=[CH:6][CH:5]=2)[NH:1][N:2]=1. The yield is 0.780. (4) The reactants are [OH:1][C:2]1[CH:7]=[CH:6][CH:5]=[CH:4][C:3]=1[C:8](=[O:10])[CH3:9].O=[C:12]1[CH2:17][CH2:16][N:15]([C:18]([O:20][CH2:21][C:22]2[CH:27]=[CH:26][CH:25]=[CH:24][CH:23]=2)=[O:19])[CH2:14][CH2:13]1.N1CCCC1.CO. The catalyst is C(OCC)(=O)C. The product is [O:10]=[C:8]1[C:3]2[C:2](=[CH:7][CH:6]=[CH:5][CH:4]=2)[O:1][C:12]2([CH2:17][CH2:16][N:15]([C:18]([O:20][CH2:21][C:22]3[CH:23]=[CH:24][CH:25]=[CH:26][CH:27]=3)=[O:19])[CH2:14][CH2:13]2)[CH2:9]1. The yield is 0.800. (5) The reactants are [C:1]([O:5][C:6]([NH:8][C@@H:9]([C:11]1[O:15][N:14]=[C:13]([C:16]([O:18]CC)=[O:17])[CH:12]=1)[CH3:10])=[O:7])([CH3:4])([CH3:3])[CH3:2].[Li+].[OH-]. The catalyst is C1COCC1. The product is [C:1]([O:5][C:6]([NH:8][C@@H:9]([C:11]1[O:15][N:14]=[C:13]([C:16]([OH:18])=[O:17])[CH:12]=1)[CH3:10])=[O:7])([CH3:2])([CH3:3])[CH3:4]. The yield is 0.448. (6) The reactants are [C:1]([C:5]1[CH:10]=[CH:9][C:8](N2C(C)=CC=C2C)=[C:7]([N+:18]([O-])=O)[CH:6]=1)([CH3:4])([CH3:3])[CH3:2].CCO[C:24]([CH3:26])=O. The catalyst is [Pd]. The product is [C:1]([C:5]1[CH:10]=[CH:9][C:8]([C:5]2[CH:6]=[C:7]([CH3:8])[NH:18][C:24]=2[CH3:26])=[C:7]([CH:6]=1)[NH2:18])([CH3:2])([CH3:3])[CH3:4]. The yield is 0.990. (7) The reactants are [Br:1][C:2]1[CH:3]=[C:4]2[C@:15]3([N:20]=[C:19]([NH2:21])[CH2:18][O:17][CH2:16]3)[C:14]3[CH:13]=[C:12]([O:22]C)[N:11]=[CH:10][C:9]=3[O:8][C:5]2=[CH:6][CH:7]=1.CC(O)=O.Br. The catalyst is O.[OH-].[Na+]. The product is [NH2:21][C:19]1[CH2:18][O:17][CH2:16][C@:15]2([C:14]3[CH:13]=[C:12]([OH:22])[N:11]=[CH:10][C:9]=3[O:8][C:5]3[C:4]2=[CH:3][C:2]([Br:1])=[CH:7][CH:6]=3)[N:20]=1. The yield is 0.940.